Dataset: Forward reaction prediction with 1.9M reactions from USPTO patents (1976-2016). Task: Predict the product of the given reaction. (1) Given the reactants [CH3:1][O:2][C:3]([CH:5]1[CH2:9][CH2:8][NH:7][CH2:6]1)=[O:4].Br[C:11]1[CH:18]=[CH:17][C:14]([C:15]#[N:16])=[CH:13][N:12]=1.CC1(C)CCCC(C)(C)N1, predict the reaction product. The product is: [C:15]([C:14]1[CH:17]=[CH:18][C:11]([N:7]2[CH2:8][CH2:9][CH:5]([C:3]([O:2][CH3:1])=[O:4])[CH2:6]2)=[N:12][CH:13]=1)#[N:16]. (2) Given the reactants [Br:1][C:2]1[S:6][C:5]([NH:7][C:8](=[O:14])[O:9][C:10]([CH3:13])([CH3:12])[CH3:11])=[N:4][CH:3]=1.[CH:15](O)([CH3:17])[CH3:16].C1(P(C2C=CC=CC=2)C2C=CC=CC=2)C=CC=CC=1.N(C(OCC)=O)=NC(OCC)=O, predict the reaction product. The product is: [Br:1][C:2]1[S:6][C:5]([N:7]([CH:15]([CH3:17])[CH3:16])[C:8](=[O:14])[O:9][C:10]([CH3:11])([CH3:13])[CH3:12])=[N:4][CH:3]=1. (3) Given the reactants [NH2:1][CH2:2][CH:3]([N:12]([CH3:22])[C:13]([O:15][CH2:16][CH2:17][Si:18]([CH3:21])([CH3:20])[CH3:19])=[O:14])[CH2:4][C:5]1([OH:11])[CH2:10][CH2:9][CH2:8][CH2:7][CH2:6]1.C[Si](Cl)(C)C.Cl[C:29](OC1C=CC([N+]([O-])=O)=CC=1)=[O:30].Cl.[Cl:42][C:43]1[CH:44]=[C:45]([C@:49]([C@@H:57]2[CH2:62][CH2:61][CH2:60][NH:59][CH2:58]2)([OH:56])[CH2:50][CH2:51][CH2:52][CH2:53][O:54][CH3:55])[CH:46]=[CH:47][CH:48]=1, predict the reaction product. The product is: [Cl:42][C:43]1[CH:44]=[C:45]([C@:49]([C@@H:57]2[CH2:62][CH2:61][CH2:60][N:59]([C:29]([NH:1][CH2:2][CH:3]([N:12]([CH3:22])[C:13]([O:15][CH2:16][CH2:17][Si:18]([CH3:20])([CH3:19])[CH3:21])=[O:14])[CH2:4][C:5]3([OH:11])[CH2:10][CH2:9][CH2:8][CH2:7][CH2:6]3)=[O:30])[CH2:58]2)([OH:56])[CH2:50][CH2:51][CH2:52][CH2:53][O:54][CH3:55])[CH:46]=[CH:47][CH:48]=1. (4) Given the reactants [C:1]1([NH2:8])[C:2]([NH2:7])=[CH:3][CH:4]=[CH:5][CH:6]=1.O=[C:10]1[CH2:15][CH2:14][N:13]([C:16]([O:18][C:19]([CH3:22])([CH3:21])[CH3:20])=[O:17])[CH2:12][CH2:11]1, predict the reaction product. The product is: [NH2:7][C:2]1[CH:3]=[CH:4][CH:5]=[CH:6][C:1]=1[NH:8][CH:10]1[CH2:15][CH2:14][N:13]([C:16]([O:18][C:19]([CH3:22])([CH3:21])[CH3:20])=[O:17])[CH2:12][CH2:11]1. (5) Given the reactants [CH3:1][C:2]1[O:3][C:4]2[C:14]([N:15]=1)=[CH:13][C:7]1[CH2:8][CH2:9][NH:10][CH2:11][CH2:12][C:6]=1[CH:5]=2.[Cl:16][CH2:17][CH2:18][CH2:19][S:20][C:21]1[N:25]([CH3:26])[C:24]([CH:27]2[CH2:32][CH2:31][O:30][CH2:29][CH2:28]2)=[N:23][N:22]=1, predict the reaction product. The product is: [ClH:16].[CH3:1][C:2]1[O:3][C:4]2[C:14]([N:15]=1)=[CH:13][C:7]1[CH2:8][CH2:9][N:10]([CH2:17][CH2:18][CH2:19][S:20][C:21]3[N:25]([CH3:26])[C:24]([CH:27]4[CH2:28][CH2:29][O:30][CH2:31][CH2:32]4)=[N:23][N:22]=3)[CH2:11][CH2:12][C:6]=1[CH:5]=2. (6) Given the reactants Cl[C:2]1[N:3]=[N:4][C:5]([C:8]([F:11])([F:10])[F:9])=[CH:6][CH:7]=1.[C:12]([C:16]1[CH:17]=[CH:18][C:19]([O:25][CH2:26][O:27][CH2:28][CH2:29][O:30][CH3:31])=[C:20](B(O)O)[CH:21]=1)([CH3:15])([CH3:14])[CH3:13].C(=O)([O-])[O-].[K+].[K+], predict the reaction product. The product is: [C:12]([C:16]1[CH:17]=[CH:18][C:19]([O:25][CH2:26][O:27][CH2:28][CH2:29][O:30][CH3:31])=[C:20]([C:2]2[N:3]=[N:4][C:5]([C:8]([F:11])([F:10])[F:9])=[CH:6][CH:7]=2)[CH:21]=1)([CH3:15])([CH3:13])[CH3:14].